This data is from Reaction yield outcomes from USPTO patents with 853,638 reactions. The task is: Predict the reaction yield, written as a fraction of the theoretical maximum amount of product (1.0 means a 100% yield; for example, 0.34 means a 34% yield). The reactants are Br[C:2]1[CH:7]=[CH:6][C:5]([S:8]([NH:11][CH2:12][CH2:13][OH:14])(=[O:10])=[O:9])=[CH:4][CH:3]=1.[B:15]1([B:15]2[O:19][C:18]([CH3:21])([CH3:20])[C:17]([CH3:23])([CH3:22])[O:16]2)[O:19][C:18]([CH3:21])([CH3:20])[C:17]([CH3:23])([CH3:22])[O:16]1. No catalyst specified. The product is [OH:14][CH2:13][CH2:12][NH:11][S:8]([C:5]1[CH:6]=[CH:7][C:2]([B:15]2[O:19][C:18]([CH3:21])([CH3:20])[C:17]([CH3:23])([CH3:22])[O:16]2)=[CH:3][CH:4]=1)(=[O:10])=[O:9]. The yield is 0.400.